Predict the reaction yield, written as a fraction of the theoretical maximum amount of product (1.0 means a 100% yield; for example, 0.34 means a 34% yield). From a dataset of Reaction yield outcomes from USPTO patents with 853,638 reactions. (1) The reactants are Br[C:2]1[CH:3]=[N:4][CH:5]=[CH:6][C:7]=1[C:8]1[N:9]=[C:10]([NH:13][C:14]2[CH:19]=[CH:18][CH:17]=[C:16]([CH3:20])[CH:15]=2)[S:11][CH:12]=1.[CH2:21]([OH:24])[C:22]#[CH:23]. The catalyst is CCN(CC)CC.CN(C=O)C.O.Cl[Pd](Cl)([P](C1C=CC=CC=1)(C1C=CC=CC=1)C1C=CC=CC=1)[P](C1C=CC=CC=1)(C1C=CC=CC=1)C1C=CC=CC=1.[Cu]I. The product is [CH3:20][C:16]1[CH:15]=[C:14]([NH:13][C:10]2[S:11][CH:12]=[C:8]([C:7]3[CH:6]=[CH:5][N:4]=[CH:3][C:2]=3[C:23]#[C:22][CH2:21][OH:24])[N:9]=2)[CH:19]=[CH:18][CH:17]=1. The yield is 0.340. (2) The reactants are [Cl:1][C:2]1[C:10]2[C:5](=[CH:6][CH:7]=[C:8]([N+:11]([O-])=O)[CH:9]=2)[N:4]([CH2:14][CH2:15][N:16]2[CH2:20][CH2:19][CH2:18][CH2:17]2)[N:3]=1.[Cl-].[NH4+]. The catalyst is C(O)C.[Fe]. The product is [Cl:1][C:2]1[C:10]2[C:5](=[CH:6][CH:7]=[C:8]([NH2:11])[CH:9]=2)[N:4]([CH2:14][CH2:15][N:16]2[CH2:20][CH2:19][CH2:18][CH2:17]2)[N:3]=1. The yield is 0.840.